Dataset: Reaction yield outcomes from USPTO patents with 853,638 reactions. Task: Predict the reaction yield, written as a fraction of the theoretical maximum amount of product (1.0 means a 100% yield; for example, 0.34 means a 34% yield). (1) The reactants are [CH:1]([C:4]1[CH:5]=[C:6]([CH:9]=[C:10]([CH:21]([CH3:23])[CH3:22])[C:11]=1[O:12][CH2:13][CH2:14][N:15]1[CH2:20][CH2:19][O:18][CH2:17][CH2:16]1)[CH:7]=O)([CH3:3])[CH3:2].[Br:24][C:25]1[CH:26]=[C:27]2[C:31](=[CH:32][CH:33]=1)[NH:30][C:29](=[O:34])[CH2:28]2.N1CCCC1.Cl. The catalyst is C(O)C. The product is [Br:24][C:25]1[CH:26]=[C:27]2[C:31](=[CH:32][CH:33]=1)[NH:30][C:29](=[O:34])[C:28]2=[CH:7][C:6]1[CH:5]=[C:4]([CH:1]([CH3:3])[CH3:2])[C:11]([O:12][CH2:13][CH2:14][N:15]2[CH2:20][CH2:19][O:18][CH2:17][CH2:16]2)=[C:10]([CH:21]([CH3:23])[CH3:22])[CH:9]=1. The yield is 0.130. (2) The reactants are [N+:1]([C:4]1[CH:5]=[C:6]([CH2:10][C:11]([NH:13][C:14]2[S:15][CH:16]=[C:17]([C:19]3[C:27]4[C:22](=[N:23][CH:24]=[CH:25][CH:26]=4)[NH:21][CH:20]=3)[N:18]=2)=[O:12])[CH:7]=[CH:8][CH:9]=1)([O-])=O.C([O-])=O.[NH4+]. The catalyst is CO.CCOC(C)=O.[Pd]. The product is [NH2:1][C:4]1[CH:5]=[C:6]([CH2:10][C:11]([NH:13][C:14]2[S:15][CH:16]=[C:17]([C:19]3[C:27]4[C:22](=[N:23][CH:24]=[CH:25][CH:26]=4)[NH:21][CH:20]=3)[N:18]=2)=[O:12])[CH:7]=[CH:8][CH:9]=1. The yield is 0.550. (3) The reactants are [CH3:1][C:2]1[N:7]=[C:6]([CH2:8][CH2:9][C:10]2[NH:14][N:13](C3C=CC(NC4C=CC5C(=CC=CC=5)C=4NC(=O)CC(OCC)=O)=CC=3)[NH:12][N:11]=2)[CH:5]=[CH:4][CH:3]=1.[N+](C1C2C(=CC=CC=2)C=CC=1NC1C=CC(N)=CC=1)([O-])=O.CC1N=C(CCC(O)=O)C=CC=1.N1C=CC=CC=1CCC1N(C2C=C(NC3C(N)=CC=C4C=3C=CC=C4)C=CC=2)N=NN=1.N1C=CC=CC=1CCC1N(C2C=C([N:124]3[C:133]4[CH:132]=[CH:131][C:130]5C=CC=C[C:129]=5[C:128]=4N[C:126](=O)[C:125]3=[O:139])C=CC=2)N=NN=1.Cl.N1C=CC=CC=1CCC1N(C2C=C(N3[C:169]4[CH:168]=[CH:167][C:166]5[CH:170]=[CH:171][CH:172]=[CH:173][C:165]=5[C:164]=4[NH:163][C:162](=[O:174])C3=O)C=CC=2)N=NN=1. No catalyst specified. The product is [CH3:1][C:2]1[N:7]=[C:6]([CH2:8][CH2:9][C:10]2[N:14]([C:130]3[CH:129]=[CH:128][C:133]([N:124]4[C:125](=[O:139])[CH2:126][C:162](=[O:174])[NH:163][C:164]5[C:165]6[C:166]([CH:167]=[CH:168][C:169]4=5)=[CH:170][CH:171]=[CH:172][CH:173]=6)=[CH:132][CH:131]=3)[N:13]=[N:12][N:11]=2)[CH:5]=[CH:4][CH:3]=1. The yield is 0.740. (4) The reactants are [NH:1]([C:3]1[CH:4]=[C:5]([CH:8]=[CH:9][N:10]=1)[C:6]#[N:7])[NH2:2].CN(C)/[CH:13]=[CH:14]/[C:15]([C:17]1[CH:22]=[CH:21][CH:20]=[CH:19][CH:18]=1)=O. The catalyst is C(O)C.CC(O)=O. The product is [C:17]1([C:15]2[N:1]([C:3]3[CH:4]=[C:5]([CH:8]=[CH:9][N:10]=3)[C:6]#[N:7])[N:2]=[CH:13][CH:14]=2)[CH:22]=[CH:21][CH:20]=[CH:19][CH:18]=1. The yield is 0.810. (5) The reactants are O[C:2]1([CH3:23])[C:22]2[C:17](=[CH:18][CH:19]=[CH:20][CH:21]=2)[C:4]2([CH2:9][CH2:8][N:7](C(OC(C)(C)C)=O)[CH2:6][CH2:5]2)[CH2:3]1.FC(F)(F)C(O)=O. The catalyst is ClCCl. The product is [CH3:23][C:2]1[C:22]2[C:17](=[CH:18][CH:19]=[CH:20][CH:21]=2)[C:4]2([CH2:5][CH2:6][NH:7][CH2:8][CH2:9]2)[CH:3]=1. The yield is 0.728. (6) The reactants are Cl[CH2:2][CH2:3][C:4]([NH:6][C:7]1[CH:20]=[CH:19][C:18]2[C:17](=[O:21])[C:16]3[C:11](=[CH:12][C:13]([NH:22][C:23](=[O:27])[CH2:24][CH2:25]Cl)=[CH:14][CH:15]=3)[C:10](=[O:28])[C:9]=2[CH:8]=1)=[O:5].[NH:29]1[CH2:34][CH2:33][CH2:32][CH2:31][CH2:30]1.[N:35]1[CH:40]=[CH:39][CH:38]=[CH:37][CH:36]=1. The catalyst is CN(C)C=O. The product is [N:29]1([CH2:2][CH2:3][C:4]([NH:6][C:7]2[CH:20]=[CH:19][C:18]3[C:17](=[O:21])[C:16]4[C:11](=[CH:12][C:13]([NH:22][C:23](=[O:27])[CH2:24][CH2:25][N:35]5[CH2:40][CH2:39][CH2:38][CH2:37][CH2:36]5)=[CH:14][CH:15]=4)[C:10](=[O:28])[C:9]=3[CH:8]=2)=[O:5])[CH2:34][CH2:33][CH2:32][CH2:31][CH2:30]1. The yield is 0.340. (7) The reactants are N1C=CC=CC=1.[C:7](OC(=O)C)(=[O:9])[CH3:8].[F:14][C:15]1[CH:25]=[CH:24][C:18]([O:19][CH2:20][CH2:21][CH2:22][NH2:23])=[C:17]([N+:26]([O-:28])=[O:27])[CH:16]=1.Cl. The catalyst is O.ClCCl. The product is [F:14][C:15]1[CH:25]=[CH:24][C:18]([O:19][CH2:20][CH2:21][CH2:22][NH:23][C:7](=[O:9])[CH3:8])=[C:17]([N+:26]([O-:28])=[O:27])[CH:16]=1. The yield is 0.890.